From a dataset of Forward reaction prediction with 1.9M reactions from USPTO patents (1976-2016). Predict the product of the given reaction. (1) Given the reactants [CH3:1][N:2]([CH2:13][C:14]1[NH:18][C:17]2[CH:19]=[CH:20][CH:21]=[C:22]([N:23]3[CH2:28][CH2:27][NH:26][CH2:25][CH2:24]3)[C:16]=2[N:15]=1)[CH:3]1[C:12]2[N:11]=[CH:10][CH:9]=[CH:8][C:7]=2[CH2:6][CH2:5][CH2:4]1.[CH2:29]=O, predict the reaction product. The product is: [CH3:1][N:2]([CH2:13][C:14]1[NH:18][C:17]2[CH:19]=[CH:20][CH:21]=[C:22]([N:23]3[CH2:24][CH2:25][N:26]([CH3:29])[CH2:27][CH2:28]3)[C:16]=2[N:15]=1)[CH:3]1[C:12]2[N:11]=[CH:10][CH:9]=[CH:8][C:7]=2[CH2:6][CH2:5][CH2:4]1. (2) Given the reactants [CH:1]1([NH:5][C:6]([C@@H:8]2[CH2:12][CH2:11][CH2:10][N:9]2[C:13](=[O:30])[CH2:14][O:15][C:16]2[N:20]([C:21]3[CH:26]=[CH:25][CH:24]=[CH:23][CH:22]=3)[N:19]=[C:18]([C:27]([OH:29])=O)[CH:17]=2)=[O:7])[CH2:4][CH2:3][CH2:2]1.CCN(C(C)C)C(C)C.CN(C(ON1N=NC2C=CC=NC1=2)=[N+](C)C)C.F[P-](F)(F)(F)(F)F.[CH2:64]([O:66][C:67]([N:69]1[CH2:74][CH2:73][N:72]([C:75](=[O:85])[C@@H:76]([NH2:84])[CH2:77][CH2:78][C:79]2[N:80]=[N:81][NH:82][N:83]=2)[CH2:71][CH2:70]1)=[O:68])[CH3:65], predict the reaction product. The product is: [CH2:64]([O:66][C:67]([N:69]1[CH2:74][CH2:73][N:72]([C:75](=[O:85])[C@@H:76]([NH:84][C:27]([C:18]2[CH:17]=[C:16]([O:15][CH2:14][C:13]([N:9]3[CH2:10][CH2:11][CH2:12][C@H:8]3[C:6](=[O:7])[NH:5][CH:1]3[CH2:4][CH2:3][CH2:2]3)=[O:30])[N:20]([C:21]3[CH:26]=[CH:25][CH:24]=[CH:23][CH:22]=3)[N:19]=2)=[O:29])[CH2:77][CH2:78][C:79]2[N:80]=[N:81][NH:82][N:83]=2)[CH2:71][CH2:70]1)=[O:68])[CH3:65]. (3) Given the reactants Br[C:2]1[CH:11]=[CH:10][C:9]2[N:8]=[CH:7][C:6]3[N:12]([CH3:23])[C:13](=[O:22])[N:14]([C:15]4[C:16]([Cl:21])=[N:17][N:18]([CH3:20])[CH:19]=4)[C:5]=3[C:4]=2[CH:3]=1.[C:24]([N:31](C)[C:32]1[N:37]=[CH:36][C:35](B2OC(C)(C)C(C)(C)O2)=[CH:34][C:33]=1[CH3:47])(OC(C)(C)C)=O, predict the reaction product. The product is: [Cl:21][C:16]1[C:15]([N:14]2[C:5]3[C:4]4[CH:3]=[C:2]([C:35]5[CH:36]=[N:37][C:32]([NH:31][CH3:24])=[C:33]([CH3:47])[CH:34]=5)[CH:11]=[CH:10][C:9]=4[N:8]=[CH:7][C:6]=3[N:12]([CH3:23])[C:13]2=[O:22])=[CH:19][N:18]([CH3:20])[N:17]=1. (4) Given the reactants [C:1](Cl)(=[O:4])[CH2:2][CH3:3].[NH2:6][C:7]1[CH:8]=[CH:9][C:10]([C:30]([N:32]([CH3:34])[CH3:33])=[O:31])=[C:11]([S:13]([NH:16][C:17]([NH:19][C:20]2[N:25]=[C:24]([O:26][CH3:27])[CH:23]=[C:22]([O:28][CH3:29])[N:21]=2)=[O:18])(=[O:15])=[O:14])[CH:12]=1, predict the reaction product. The product is: [CH3:27][O:26][C:24]1[CH:23]=[C:22]([O:28][CH3:29])[N:21]=[C:20]([NH:19][C:17]([NH:16][S:13]([C:11]2[CH:12]=[C:7]([NH:6][C:1](=[O:4])[CH2:2][CH3:3])[CH:8]=[CH:9][C:10]=2[C:30]([N:32]([CH3:34])[CH3:33])=[O:31])(=[O:15])=[O:14])=[O:18])[N:25]=1. (5) Given the reactants CC1C=CN=C(NC2N=C(C3OC(NCC4C=CN=CC=4)=NC=3)C=CC=2)C=1.Cl[C:29]1[O:30][C:31]([C:34]2[N:39]=[C:38]([NH:40][C:41]3[S:42][C:43]([CH3:46])=[CH:44][N:45]=3)[CH:37]=[CH:36][CH:35]=2)=[CH:32][N:33]=1.[O:47]=[C:48]1[CH2:53][NH:52][CH2:51][CH2:50][NH:49]1, predict the reaction product. The product is: [CH3:46][C:43]1[S:42][C:41]([NH:40][C:38]2[N:39]=[C:34]([C:31]3[O:30][C:29]([N:52]4[CH2:51][CH2:50][NH:49][C:48](=[O:47])[CH2:53]4)=[N:33][CH:32]=3)[CH:35]=[CH:36][CH:37]=2)=[N:45][CH:44]=1. (6) Given the reactants [F:1][C:2]1[CH:7]=[CH:6][CH:5]=[CH:4][C:3]=1[N:8]1[C:12]([C:13]2[CH:18]=[CH:17][N:16]=[CH:15][CH:14]=2)=[C:11]([C:19]([O:21]CC)=O)[N:10]=[N:9]1.O[N:25]=[C:26]([NH2:37])[C:27]1[CH:32]=[CH:31][CH:30]=[C:29]([C:33]([F:36])([F:35])[F:34])[CH:28]=1, predict the reaction product. The product is: [F:1][C:2]1[CH:7]=[CH:6][CH:5]=[CH:4][C:3]=1[N:8]1[C:12]([C:13]2[CH:14]=[CH:15][N:16]=[CH:17][CH:18]=2)=[C:11]([C:19]2[O:21][N:37]=[C:26]([C:27]3[CH:32]=[CH:31][CH:30]=[C:29]([C:33]([F:34])([F:35])[F:36])[CH:28]=3)[N:25]=2)[N:10]=[N:9]1.